Dataset: Full USPTO retrosynthesis dataset with 1.9M reactions from patents (1976-2016). Task: Predict the reactants needed to synthesize the given product. Given the product [Br:1][C:2]1[CH:7]=[C:6]([O:23][C:19]2[CH:20]=[CH:21][CH:22]=[C:17]([O:16][CH3:15])[CH:18]=2)[C:5]([N+:9]([O-:11])=[O:10])=[CH:4][C:3]=1[F:12], predict the reactants needed to synthesize it. The reactants are: [Br:1][C:2]1[CH:7]=[C:6](F)[C:5]([N+:9]([O-:11])=[O:10])=[CH:4][C:3]=1[F:12].[H-].[Na+].[CH3:15][O:16][C:17]1[CH:18]=[C:19]([OH:23])[CH:20]=[CH:21][CH:22]=1.